This data is from Reaction yield outcomes from USPTO patents with 853,638 reactions. The task is: Predict the reaction yield, written as a fraction of the theoretical maximum amount of product (1.0 means a 100% yield; for example, 0.34 means a 34% yield). The reactants are [NH2-].[Na+].[CH3:3][C:4]([CH3:9])([CH3:8])[C:5](=[O:7])[CH3:6].[CH3:10][O:11][CH2:12][C:13](OC)=[O:14].O. The catalyst is C(O)(=O)C. The product is [CH3:10][O:11][CH2:12][C:13](=[O:14])[CH2:6][C:5](=[O:7])[C:4]([CH3:9])([CH3:8])[CH3:3]. The yield is 0.340.